From a dataset of Forward reaction prediction with 1.9M reactions from USPTO patents (1976-2016). Predict the product of the given reaction. (1) Given the reactants [C:1]([N:8]1[CH:12]=[C:11]([CH2:13][CH2:14][OH:15])[N:10]=[CH:9]1)([O:3][C:4]([CH3:7])([CH3:6])[CH3:5])=[O:2].O[C:17]1[CH:18]=[C:19]2[C:24](=[CH:25][CH:26]=1)[C:23](=[O:27])[CH2:22][CH2:21][CH2:20]2.C1(P(C2C=CC=CC=2)C2C=CC=CC=2)C=CC=CC=1.N(C(OCC)=O)=NC(OCC)=O, predict the reaction product. The product is: [C:4]([O:3][C:1]([N:8]1[CH:12]=[C:11]([CH2:13][CH2:14][O:15][C:17]2[CH:26]=[CH:25][C:24]3[C:23](=[O:27])[CH2:22][CH2:21][CH2:20][C:19]=3[CH:18]=2)[N:10]=[CH:9]1)=[O:2])([CH3:7])([CH3:6])[CH3:5]. (2) Given the reactants [NH2:1][C:2]1[C:7]([C:8]2[N:17]([C:18]3[CH:32]=[CH:31][C:21]([CH2:22][NH:23][C:24](=[O:30])[O:25][C:26]([CH3:29])([CH3:28])[CH3:27])=[CH:20][CH:19]=3)[C:11]3=[N:12][CH:13]=[C:14](Br)[CH:15]=[C:10]3[N:9]=2)=[CH:6][CH:5]=[CH:4][N:3]=1, predict the reaction product. The product is: [NH2:1][C:2]1[C:7]([C:8]2[N:17]([C:18]3[CH:32]=[CH:31][C:21]([CH2:22][NH:23][C:24](=[O:30])[O:25][C:26]([CH3:29])([CH3:28])[CH3:27])=[CH:20][CH:19]=3)[C:11]3=[N:12][CH:13]=[C:14]([C:7]4[CH:2]=[N:3][CH:4]=[CH:5][CH:6]=4)[CH:15]=[C:10]3[N:9]=2)=[CH:6][CH:5]=[CH:4][N:3]=1. (3) Given the reactants [CH:1]([O:4][C:5]1[CH:13]=[CH:12][C:11]([S:14]([CH3:17])(=[O:16])=[O:15])=[CH:10][C:6]=1[C:7]([OH:9])=O)([CH3:3])[CH3:2].Cl.[CH3:19][S:20]([C:23]1[S:27][C:26]([N:28]2[CH2:33][CH2:32][NH:31][CH2:30][CH2:29]2)=[N:25][CH:24]=1)(=[O:22])=[O:21], predict the reaction product. The product is: [CH:1]([O:4][C:5]1[CH:13]=[CH:12][C:11]([S:14]([CH3:17])(=[O:16])=[O:15])=[CH:10][C:6]=1[C:7]([N:31]1[CH2:32][CH2:33][N:28]([C:26]2[S:27][C:23]([S:20]([CH3:19])(=[O:22])=[O:21])=[CH:24][N:25]=2)[CH2:29][CH2:30]1)=[O:9])([CH3:2])[CH3:3]. (4) Given the reactants [OH:1][CH2:2][C@:3]12[CH2:41][CH2:40][C@@H:39]([C:42]([CH3:44])=[CH2:43])[C@@H:4]1[C@@H:5]1[C@@:18]([CH3:21])([CH2:19][CH2:20]2)[C@@:17]2([CH3:22])[C@@H:8]([C@:9]3([CH3:38])[C@@H:14]([CH2:15][CH2:16]2)[C:13]([CH3:24])([CH3:23])[C:12]([C:25]2[CH:37]=[CH:36][C:28]([C:29]([O:31][C:32]([CH3:35])([CH3:34])[CH3:33])=[O:30])=[CH:27][CH:26]=2)=[CH:11][CH2:10]3)[CH2:7][CH2:6]1.C1C=C[NH+]=CC=1.[O-][Cr](Cl)(=O)=O, predict the reaction product. The product is: [CH:2]([C@:3]12[CH2:41][CH2:40][C@@H:39]([C:42]([CH3:44])=[CH2:43])[C@@H:4]1[C@@H:5]1[C@@:18]([CH3:21])([CH2:19][CH2:20]2)[C@@:17]2([CH3:22])[C@@H:8]([C@:9]3([CH3:38])[C@@H:14]([CH2:15][CH2:16]2)[C:13]([CH3:23])([CH3:24])[C:12]([C:25]2[CH:26]=[CH:27][C:28]([C:29]([O:31][C:32]([CH3:33])([CH3:34])[CH3:35])=[O:30])=[CH:36][CH:37]=2)=[CH:11][CH2:10]3)[CH2:7][CH2:6]1)=[O:1]. (5) Given the reactants C([O:3][C:4](=[O:30])[C:5]1[CH:10]=[CH:9][C:8]([CH:11]([CH:24]2[CH2:27][C:26]([CH3:29])([CH3:28])[CH2:25]2)[NH:12][C:13]2[C:22]([CH3:23])=[CH:21][C:20]3[C:15](=[CH:16][CH:17]=[CH:18][CH:19]=3)[N:14]=2)=[CH:7][CH:6]=1)C.[OH-].[Na+].Cl, predict the reaction product. The product is: [CH3:28][C:26]1([CH3:29])[CH2:25][CH:24]([CH:11]([NH:12][C:13]2[C:22]([CH3:23])=[CH:21][C:20]3[C:15](=[CH:16][CH:17]=[CH:18][CH:19]=3)[N:14]=2)[C:8]2[CH:7]=[CH:6][C:5]([C:4]([OH:30])=[O:3])=[CH:10][CH:9]=2)[CH2:27]1. (6) Given the reactants [O:1]([C:8]1[CH:14]=[CH:13][C:11]([NH2:12])=[CH:10][CH:9]=1)[C:2]1[CH:7]=[CH:6][CH:5]=[CH:4][CH:3]=1.[C:15]([OH:19])(=[O:18])[CH:16]=O.[CH2:20]([O:22][C:23]1[CH:28]=[CH:27][C:26]([CH:29]=[CH2:30])=[CH:25][C:24]=1[O:31][CH3:32])[CH3:21], predict the reaction product. The product is: [CH2:20]([O:22][C:23]1[CH:28]=[CH:27][C:26]([CH:29]2[C:10]3[C:11](=[CH:13][CH:14]=[C:8]([O:1][C:2]4[CH:3]=[CH:4][CH:5]=[CH:6][CH:7]=4)[CH:9]=3)[NH:12][CH:16]([C:15]([OH:19])=[O:18])[CH2:30]2)=[CH:25][C:24]=1[O:31][CH3:32])[CH3:21]. (7) The product is: [CH3:1][O:2][C:3](=[O:39])[NH:4][C:5]1[CH:6]=[CH:7][C:8]([C:11]2[N:12]=[C:13]([CH:16]([N:24]3[CH:29]=[CH:28][C:27]([C:30]4[CH:35]=[C:34]([Cl:36])[CH:33]=[CH:32][C:31]=4[Cl:37])=[CH:26][C:25]3=[O:38])[CH2:17][C:18]3[CH:19]=[CH:20][CH:21]=[CH:22][CH:23]=3)[NH:14][C:15]=2[Cl:40])=[CH:9][CH:10]=1. Given the reactants [CH3:1][O:2][C:3](=[O:39])[NH:4][C:5]1[CH:10]=[CH:9][C:8]([C:11]2[N:12]=[C:13]([CH:16]([N:24]3[CH:29]=[CH:28][C:27]([C:30]4[CH:35]=[C:34]([Cl:36])[CH:33]=[CH:32][C:31]=4[Cl:37])=[CH:26][C:25]3=[O:38])[CH2:17][C:18]3[CH:23]=[CH:22][CH:21]=[CH:20][CH:19]=3)[NH:14][CH:15]=2)=[CH:7][CH:6]=1.[Cl:40]N1C(=O)CCC1=O, predict the reaction product. (8) The product is: [Cl:1][C:2]1[CH:3]=[CH:4][C:5]2[C:11](=[O:12])[C:10]3[CH:13]=[CH:14][CH:15]=[C:16]([O:17][CH2:25][C@H:23]4[CH2:22][O:21][C:20]([CH3:37])([CH3:19])[O:24]4)[C:9]=3[CH2:8][CH2:7][C:6]=2[CH:18]=1. Given the reactants [Cl:1][C:2]1[CH:3]=[CH:4][C:5]2[C:11](=[O:12])[C:10]3[CH:13]=[CH:14][CH:15]=[C:16]([OH:17])[C:9]=3[CH2:8][CH2:7][C:6]=2[CH:18]=1.[CH3:19][C:20]1([CH3:37])[O:24][C@@H:23]([CH2:25]OS(C2C=CC(C)=CC=2)(=O)=O)[CH2:22][O:21]1.C([O-])([O-])=O.[K+].[K+], predict the reaction product.